Dataset: Forward reaction prediction with 1.9M reactions from USPTO patents (1976-2016). Task: Predict the product of the given reaction. (1) Given the reactants [C:1]([Cl:5])(Cl)(Cl)[Cl:2].C1(P(C2C=CC=CC=2)C2C=CC=CC=2)C=CC=CC=1.[Cl:25][C:26]1[C:31]([O:32][CH3:33])=[CH:30][C:29]([C:34](=O)[C:35]([O:37][CH2:38][CH3:39])=[O:36])=[C:28]([F:41])[CH:27]=1, predict the reaction product. The product is: [Cl:2][C:1]([Cl:5])=[C:34]([C:29]1[CH:30]=[C:31]([O:32][CH3:33])[C:26]([Cl:25])=[CH:27][C:28]=1[F:41])[C:35]([O:37][CH2:38][CH3:39])=[O:36]. (2) Given the reactants C(Cl)(=O)C.[NH:5]1[CH2:10][CH:9]=[C:8]([C:11]2[CH:16]=[CH:15][C:14]([NH:17][C:18]([N:20]3[CH2:28][C:27]4[C:22](=[CH:23][CH:24]=[CH:25][CH:26]=4)[CH2:21]3)=[O:19])=[CH:13][CH:12]=2)[CH2:7][CH2:6]1.NC1C=C2C(=CC=1)CN(C(NC1C=[CH:46][C:45]([C:48](=[O:53])NCCC)=[CH:44]C=1)=O)C2, predict the reaction product. The product is: [C:48]([N:5]1[CH2:6][CH:7]=[C:8]([C:11]2[CH:16]=[CH:15][C:14]([NH:17][C:18]([N:20]3[CH2:21][C:22]4[C:27](=[CH:26][CH:25]=[CH:24][CH:23]=4)[CH2:28]3)=[O:19])=[CH:13][CH:12]=2)[CH2:9][CH2:10]1)(=[O:53])[CH:45]([CH3:46])[CH3:44]. (3) Given the reactants Br[C:2]1[CH:3]=[CH:4][C:5]2[C@H:10]([CH2:11][CH2:12][OH:13])[O:9][CH2:8][CH2:7][C:6]=2[CH:14]=1.[Cu][C:16]#[N:17].C(N)CN, predict the reaction product. The product is: [OH:13][CH2:12][CH2:11][C@H:10]1[C:5]2[CH:4]=[CH:3][C:2]([C:16]#[N:17])=[CH:14][C:6]=2[CH2:7][CH2:8][O:9]1. (4) Given the reactants Cl.[NH2:2][CH2:3][C:4]([C:6]1[CH:11]=[CH:10][CH:9]=[CH:8][CH:7]=1)=[O:5].[CH3:12][N:13]1[C:17]2[CH:18]=[CH:19][C:20]([C:22](Cl)=O)=[CH:21][C:16]=2[N:15]=[N:14]1.C(N(CC)C(C)C)(C)C, predict the reaction product. The product is: [CH3:12][N:13]1[C:17]2[CH:18]=[CH:19][C:20]([C:22]3[O:5][C:4]([C:6]4[CH:11]=[CH:10][CH:9]=[CH:8][CH:7]=4)=[CH:3][N:2]=3)=[CH:21][C:16]=2[N:15]=[N:14]1.